Dataset: Full USPTO retrosynthesis dataset with 1.9M reactions from patents (1976-2016). Task: Predict the reactants needed to synthesize the given product. (1) Given the product [CH2:1]([N:8]([CH2:30][CH:31]([CH2:40][C:41]([O:43][C:44]([CH3:47])([CH3:46])[CH3:45])=[O:42])[CH2:32][C:33]([O:35][C:36]([CH3:38])([CH3:39])[CH3:37])=[O:34])[C:9](=[O:29])[CH2:10][CH:11]1[C:20]2[C:15](=[CH:16][C:17]([OH:21])=[CH:18][CH:19]=2)[CH2:14][CH2:13][CH2:12]1)[C:2]1[CH:3]=[CH:4][CH:5]=[CH:6][CH:7]=1, predict the reactants needed to synthesize it. The reactants are: [CH2:1]([N:8]([CH2:30][CH:31]([CH2:40][C:41]([O:43][C:44]([CH3:47])([CH3:46])[CH3:45])=[O:42])[CH2:32][C:33]([O:35][C:36]([CH3:39])([CH3:38])[CH3:37])=[O:34])[C:9](=[O:29])[CH2:10][CH:11]1[C:20]2[C:15](=[CH:16][C:17]([O:21]CC3C=CC=CC=3)=[CH:18][CH:19]=2)[CH2:14][CH2:13][CH2:12]1)[C:2]1[CH:7]=[CH:6][CH:5]=[CH:4][CH:3]=1.[H][H]. (2) Given the product [N:27]1([C:24]2[CH:25]=[CH:26][C:21]([CH2:20][C:19]([N:13]3[CH2:14][CH2:15][N:16]([CH2:2][CH2:3][C:4]4[CH:11]=[CH:10][C:7]([C:8]#[N:9])=[CH:6][CH:5]=4)[CH2:17][CH2:18]3)=[O:32])=[CH:22][CH:23]=2)[CH:31]=[N:30][N:29]=[N:28]1, predict the reactants needed to synthesize it. The reactants are: Br[CH2:2][CH2:3][C:4]1[CH:11]=[CH:10][C:7]([C:8]#[N:9])=[CH:6][CH:5]=1.Cl.[N:13]1([C:19](=[O:32])[CH2:20][C:21]2[CH:26]=[CH:25][C:24]([N:27]3[CH:31]=[N:30][N:29]=[N:28]3)=[CH:23][CH:22]=2)[CH2:18][CH2:17][NH:16][CH2:15][CH2:14]1.C(=O)([O-])[O-].[K+].[K+].O.